From a dataset of NCI-60 drug combinations with 297,098 pairs across 59 cell lines. Regression. Given two drug SMILES strings and cell line genomic features, predict the synergy score measuring deviation from expected non-interaction effect. Drug 1: CN(C)C1=NC(=NC(=N1)N(C)C)N(C)C. Drug 2: CC1=C(C(=CC=C1)Cl)NC(=O)C2=CN=C(S2)NC3=CC(=NC(=N3)C)N4CCN(CC4)CCO. Cell line: MDA-MB-435. Synergy scores: CSS=-3.04, Synergy_ZIP=5.27, Synergy_Bliss=7.54, Synergy_Loewe=-0.0684, Synergy_HSA=0.453.